This data is from Catalyst prediction with 721,799 reactions and 888 catalyst types from USPTO. The task is: Predict which catalyst facilitates the given reaction. (1) Reactant: [CH3:1][O:2][C:3]1[CH:4]=[C:5]([N:12]2[CH2:17][CH2:16][NH:15][CH2:14][CH2:13]2)[CH:6]=[CH:7][C:8]=1[N+:9]([O-:11])=[O:10].[CH3:18][CH:19]([CH3:22])[CH2:20]I.C(=O)([O-])[O-].[K+].[K+]. Product: [CH3:1][O:2][C:3]1[CH:4]=[C:5]([N:12]2[CH2:17][CH2:16][N:15]([CH2:18][CH:19]([CH3:22])[CH3:20])[CH2:14][CH2:13]2)[CH:6]=[CH:7][C:8]=1[N+:9]([O-:11])=[O:10]. The catalyst class is: 10. (2) Reactant: Cl[C:2]1[C:11]2=[N:12][N:13](CC3C=CC(OC)=CC=3)[CH:14]=[C:10]2[C:9]2[CH:8]=[C:7]([O:24][CH3:25])[CH:6]=[CH:5][C:4]=2[N:3]=1.[CH3:26][O:27][C:28]1[C:34]([O:35][CH3:36])=[CH:33][CH:32]=[CH:31][C:29]=1[NH2:30].Cl. Product: [CH3:26][O:27][C:28]1[C:34]([O:35][CH3:36])=[CH:33][CH:32]=[CH:31][C:29]=1[NH:30][C:2]1[C:11]2=[N:12][NH:13][CH:14]=[C:10]2[C:9]2[CH:8]=[C:7]([O:24][CH3:25])[CH:6]=[CH:5][C:4]=2[N:3]=1. The catalyst class is: 71. (3) Reactant: [N+:1]([C:4]1[N:5]([CH2:9][CH:10]([OH:13])[CH2:11]Cl)[CH:6]=[CH:7][N:8]=1)([O-:3])=[O:2].Cl.[CH2:15]([NH2:19])[CH2:16][C:17]#[CH:18].C(=O)([O-])[O-].[K+].[K+]. Product: [CH2:15]([NH:19][CH2:11][CH:10]([OH:13])[CH2:9][N:5]1[CH:6]=[CH:7][N:8]=[C:4]1[N+:1]([O-:3])=[O:2])[CH2:16][C:17]#[CH:18]. The catalyst class is: 5. (4) The catalyst class is: 5. Product: [C:8]([C:5]1[CH:6]=[CH:7][C:2]([I:1])=[CH:3][CH:4]=1)#[CH:9]. Reactant: [I:1][C:2]1[CH:7]=[CH:6][C:5]([C:8]#[C:9][Si](C)(C)C)=[CH:4][CH:3]=1.C([O-])([O-])=O.[K+].[K+]. (5) Reactant: [N:1]1([C:5]([C:7]2[CH:29]=[CH:28][C:10]([O:11][C:12]3[CH:13]=[C:14]([CH:19]=[C:20]([O:22][C@@H:23]([CH3:27])[CH2:24][O:25][CH3:26])[CH:21]=3)[C:15]([O:17]C)=[O:16])=[C:9]([F:30])[CH:8]=2)=[O:6])[CH2:4][CH2:3][CH2:2]1.[OH-].[Na+]. Product: [N:1]1([C:5]([C:7]2[CH:29]=[CH:28][C:10]([O:11][C:12]3[CH:13]=[C:14]([CH:19]=[C:20]([O:22][C@@H:23]([CH3:27])[CH2:24][O:25][CH3:26])[CH:21]=3)[C:15]([OH:17])=[O:16])=[C:9]([F:30])[CH:8]=2)=[O:6])[CH2:4][CH2:3][CH2:2]1. The catalyst class is: 20. (6) Reactant: CN[C:3]1[C:11]2[O:10][CH2:9][O:8][C:7]=2[CH:6]=[CH:5][CH:4]=1.ClCC1C2OC[O:19][C:18]=2C=CC=1. Product: [O:8]1[C:7]2[CH:6]=[CH:5][CH:4]=[C:3]([CH2:18][OH:19])[C:11]=2[O:10][CH2:9]1. The catalyst class is: 5. (7) Reactant: CO.[NH2:3][C:4]1[CH:9]=[CH:8][CH:7]=[CH:6][C:5]=1[SH:10].Br[CH2:12][C:13]1[C:14]([CH2:19]Br)=[CH:15][CH:16]=[CH:17][CH:18]=1. Product: [NH2:3][C:4]1[CH:9]=[CH:8][CH:7]=[CH:6][C:5]=1[S:10][CH2:12][C:13]1[C:14]([CH2:19][S:10][C:5]2[CH:6]=[CH:7][CH:8]=[CH:9][C:4]=2[NH2:3])=[CH:15][CH:16]=[CH:17][CH:18]=1. The catalyst class is: 27. (8) Reactant: [C:1]([C:3]1[CH:8]=[CH:7][C:6]([N:9]2[C@@H:13]3[CH2:14][CH2:15][CH2:16][CH2:17][C@H:12]3[N:11]([C:18]3[CH:23]=[CH:22][C:21]([N:24](C)[C:25](=O)C)=[C:20]([F:29])[CH:19]=3)[C:10]2=[O:30])=[CH:5][C:4]=1[C:31]([F:34])([F:33])[F:32])#[N:2].C([O-])(O)=O.[Na+]. Product: [F:29][C:20]1[CH:19]=[C:18]([N:11]2[C@@H:12]3[CH2:17][CH2:16][CH2:15][CH2:14][C@H:13]3[N:9]([C:6]3[CH:7]=[CH:8][C:3]([C:1]#[N:2])=[C:4]([C:31]([F:33])([F:34])[F:32])[CH:5]=3)[C:10]2=[O:30])[CH:23]=[CH:22][C:21]=1[NH:24][CH3:25]. The catalyst class is: 33.